From a dataset of Merck oncology drug combination screen with 23,052 pairs across 39 cell lines. Regression. Given two drug SMILES strings and cell line genomic features, predict the synergy score measuring deviation from expected non-interaction effect. (1) Drug 1: O=c1[nH]cc(F)c(=O)[nH]1. Drug 2: Cn1nnc2c(C(N)=O)ncn2c1=O. Cell line: PA1. Synergy scores: synergy=5.89. (2) Drug 1: O=C(CCCCCCC(=O)Nc1ccccc1)NO. Drug 2: CCN(CC)CCNC(=O)c1c(C)[nH]c(C=C2C(=O)Nc3ccc(F)cc32)c1C. Cell line: DLD1. Synergy scores: synergy=4.80. (3) Drug 1: Cn1nnc2c(C(N)=O)ncn2c1=O. Drug 2: Cc1nc(Nc2ncc(C(=O)Nc3c(C)cccc3Cl)s2)cc(N2CCN(CCO)CC2)n1. Cell line: LNCAP. Synergy scores: synergy=11.7. (4) Drug 1: O=C(O)C1(Cc2cccc(Nc3nccs3)n2)CCC(Oc2cccc(Cl)c2F)CC1. Drug 2: C#Cc1cccc(Nc2ncnc3cc(OCCOC)c(OCCOC)cc23)c1. Cell line: A2780. Synergy scores: synergy=9.66. (5) Cell line: NCIH2122. Drug 2: O=C(NOCC(O)CO)c1ccc(F)c(F)c1Nc1ccc(I)cc1F. Synergy scores: synergy=-2.10. Drug 1: COc1cccc2c1C(=O)c1c(O)c3c(c(O)c1C2=O)CC(O)(C(=O)CO)CC3OC1CC(N)C(O)C(C)O1.